This data is from Reaction yield outcomes from USPTO patents with 853,638 reactions. The task is: Predict the reaction yield, written as a fraction of the theoretical maximum amount of product (1.0 means a 100% yield; for example, 0.34 means a 34% yield). (1) The reactants are [Cl:1][C:2]1[CH:3]=[C:4]([C:9]2([C:23]([F:26])([F:25])[F:24])[CH2:13][N:12]=[C:11]([C:14]3[CH:21]=[CH:20][C:17](C=O)=[C:16]([CH3:22])[CH:15]=3)[CH2:10]2)[CH:5]=[C:6]([Cl:8])[CH:7]=1.Cl.[CH2:28]([NH:30][NH:31][C:32]([NH2:34])=[O:33])C.[CH2:35](O)[CH3:36]. The catalyst is C(O)(=O)C. The product is [CH2:35]([N:31]([C:32]([NH2:34])=[O:33])[N:30]=[CH:28][C:17]1[CH:20]=[CH:21][C:14]([C:11]2[CH2:10][C:9]([C:4]3[CH:5]=[C:6]([Cl:8])[CH:7]=[C:2]([Cl:1])[CH:3]=3)([C:23]([F:25])([F:24])[F:26])[CH2:13][N:12]=2)=[CH:15][C:16]=1[CH3:22])[CH3:36]. The yield is 0.600. (2) The reactants are [F:1][C:2]1[CH:7]=[CH:6][C:5]([CH:8]2[N:12]([S:13]([C:16]3[CH:21]=[CH:20][C:19]([CH3:22])=[CH:18][CH:17]=3)(=[O:15])=[O:14])[CH:11]([CH2:23][CH2:24][CH2:25][C:26]([NH:28]O)=[NH:27])[CH2:10][CH2:9]2)=[CH:4][CH:3]=1.C(O)(=O)C. The catalyst is CCO. The product is [F:1][C:2]1[CH:7]=[CH:6][C:5]([CH:8]2[N:12]([S:13]([C:16]3[CH:21]=[CH:20][C:19]([CH3:22])=[CH:18][CH:17]=3)(=[O:14])=[O:15])[CH:11]([CH2:23][CH2:24][CH2:25][C:26]([NH2:28])=[NH:27])[CH2:10][CH2:9]2)=[CH:4][CH:3]=1. The yield is 0.760.